This data is from Reaction yield outcomes from USPTO patents with 853,638 reactions. The task is: Predict the reaction yield, written as a fraction of the theoretical maximum amount of product (1.0 means a 100% yield; for example, 0.34 means a 34% yield). (1) The reactants are Br[C:2]1[CH:7]=[C:6]([C:8]([CH3:11])([CH3:10])[CH3:9])[C:5]([N+:12]([O-:14])=[O:13])=[CH:4][C:3]=1[NH2:15].CCN(CC)CC.[CH3:23][Si:24]([C:27]#[CH:28])([CH3:26])[CH3:25]. The catalyst is C1(C)C=CC=CC=1.O.Cl[Pd](Cl)([P](C1C=CC=CC=1)(C1C=CC=CC=1)C1C=CC=CC=1)[P](C1C=CC=CC=1)(C1C=CC=CC=1)C1C=CC=CC=1.[Cu]I. The product is [C:8]([C:6]1[C:5]([N+:12]([O-:14])=[O:13])=[CH:4][C:3]([NH:15][C:28]#[C:27][Si:24]([CH3:26])([CH3:25])[CH3:23])=[CH:2][CH:7]=1)([CH3:11])([CH3:10])[CH3:9]. The yield is 0.810. (2) The reactants are [CH3:1][C:2]([CH3:7])([CH3:6])[C:3]([NH2:5])=[O:4].C([O-])([O-])=O.[Cs+].[Cs+].Cl[C:15]1[CH:20]=[CH:19][CH:18]=[C:17]([O:21][CH3:22])[N:16]=1. The catalyst is C1C=CC(/C=C/C(/C=C/C2C=CC=CC=2)=O)=CC=1.C1C=CC(/C=C/C(/C=C/C2C=CC=CC=2)=O)=CC=1.C1C=CC(/C=C/C(/C=C/C2C=CC=CC=2)=O)=CC=1.[Pd].[Pd].CC1(C)C2C(=C(P(C3C=CC=CC=3)C3C=CC=CC=3)C=CC=2)OC2C(P(C3C=CC=CC=3)C3C=CC=CC=3)=CC=CC1=2.CO.C(Cl)Cl. The product is [CH3:1][C:2]([CH3:7])([CH3:6])[C:3]([NH:5][C:15]1[CH:20]=[CH:19][CH:18]=[C:17]([O:21][CH3:22])[N:16]=1)=[O:4]. The yield is 0.750. (3) The reactants are [OH:1][CH2:2][CH2:3][C:4]1[CH:9]=[CH:8][N:7]=[CH:6][CH:5]=1. The catalyst is C(O)(=O)C.[Pt]=O. The product is [NH:7]1[CH2:8][CH2:9][CH:4]([CH2:3][CH2:2][OH:1])[CH2:5][CH2:6]1. The yield is 0.460. (4) The yield is 0.920. The product is [I:10][CH2:43][C:42]1([CH3:44])[CH2:41][C:35]2[C:36]([CH3:40])=[CH:37][C:38]([CH3:39])=[C:33]([CH3:32])[C:34]=2[O:45]1. The catalyst is CO. The reactants are C(=O)([O-])[O-].[Ca+2].I(Cl)(=O)=O.[I:10](Cl)(=O)=O.C([N+](C)(C)C)C1C=CC=CC=1.C1(C)C=CC=CC=1.[CH3:32][C:33]1[C:38]([CH3:39])=[CH:37][C:36]([CH3:40])=[C:35]([CH2:41][C:42]([CH3:44])=[CH2:43])[C:34]=1[OH:45]. (5) The reactants are [C:1]([O:5][C:6]([C@H:8]1[C@H:12]([C:13]2[CH:18]=[CH:17][CH:16]=[C:15]([Cl:19])[C:14]=2[F:20])[C@:11]([C:23]2[CH:28]=[CH:27][C:26]([Cl:29])=[CH:25][C:24]=2[F:30])([C:21]#[N:22])[C@@H:10]([CH3:31])[NH:9]1)=[O:7])([CH3:4])([CH3:3])[CH3:2].[CH3:32][O:33][C:34]1[CH:35]=[C:36]([CH:39]=[CH:40][CH:41]=1)[CH2:37]Br.C(=O)([O-])[O-].[Cs+].[Cs+]. The catalyst is CN(C=O)C. The product is [C:1]([O:5][C:6]([CH:8]1[CH:12]([C:13]2[CH:18]=[CH:17][CH:16]=[C:15]([Cl:19])[C:14]=2[F:20])[C:11]([C:23]2[CH:28]=[CH:27][C:26]([Cl:29])=[CH:25][C:24]=2[F:30])([C:21]#[N:22])[CH:10]([CH3:31])[N:9]1[CH2:37][C:36]1[CH:39]=[CH:40][CH:41]=[C:34]([O:33][CH3:32])[CH:35]=1)=[O:7])([CH3:4])([CH3:2])[CH3:3]. The yield is 1.00.